Dataset: Reaction yield outcomes from USPTO patents with 853,638 reactions. Task: Predict the reaction yield, written as a fraction of the theoretical maximum amount of product (1.0 means a 100% yield; for example, 0.34 means a 34% yield). (1) The reactants are [Br:1][C:2]1[CH:14]=[CH:13][C:5]([NH:6][CH2:7][CH2:8][C:9]([F:12])([F:11])[F:10])=[C:4]([N+:15]([O-:17])=[O:16])[CH:3]=1.[H-].[Na+].Br[CH2:21][C:22]1[CH:27]=[CH:26][CH:25]=[CH:24][CH:23]=1. The catalyst is CN(C=O)C. The product is [CH2:21]([N:6]([CH2:7][CH2:8][C:9]([F:11])([F:12])[F:10])[C:5]1[CH:13]=[CH:14][C:2]([Br:1])=[CH:3][C:4]=1[N+:15]([O-:17])=[O:16])[C:22]1[CH:27]=[CH:26][CH:25]=[CH:24][CH:23]=1. The yield is 0.810. (2) The reactants are [C:1]([C:3]1[CH:4]=[C:5]2[C:10](=[CH:11][C:12]=1[O:13][C:14]1[CH:19]=[CH:18][C:17]([C:20](=[O:30])[NH:21][CH2:22][CH2:23][C:24]3[CH:29]=[CH:28][CH:27]=[CH:26][CH:25]=3)=[CH:16][CH:15]=1)[O:9][CH2:8][CH2:7][CH:6]2[C:31]([O:33]C)=[O:32])#[N:2].[OH-].[Na+].O.CO. The catalyst is C1COCC1.C(OCC)(=O)C.Cl. The product is [C:1]([C:3]1[CH:4]=[C:5]2[C:10](=[CH:11][C:12]=1[O:13][C:14]1[CH:15]=[CH:16][C:17]([C:20](=[O:30])[NH:21][CH2:22][CH2:23][C:24]3[CH:25]=[CH:26][CH:27]=[CH:28][CH:29]=3)=[CH:18][CH:19]=1)[O:9][CH2:8][CH2:7][CH:6]2[C:31]([OH:33])=[O:32])#[N:2]. The yield is 0.769. (3) The reactants are [Cl:1][C:2]1[CH:7]=[CH:6][C:5]([C:8](=O)[CH2:9][C:10](=O)[CH:11]([F:13])[F:12])=[CH:4][C:3]=1[CH3:16].[NH2:17][C:18]1[CH:22]=[CH:21][NH:20][N:19]=1. The catalyst is C(O)(=O)C. The product is [Cl:1][C:2]1[CH:7]=[CH:6][C:5]([C:8]2[CH:9]=[C:10]([CH:11]([F:13])[F:12])[N:19]3[N:20]=[CH:21][CH:22]=[C:18]3[N:17]=2)=[CH:4][C:3]=1[CH3:16]. The yield is 0.620. (4) The reactants are [N:1]1([C:6]2[CH:11]=[CH:10][C:9]([S:12][C:13]3[CH:18]=[CH:17][N:16]=[C:15](Cl)[N:14]=3)=[CH:8][CH:7]=2)[CH:5]=[N:4][N:3]=[N:2]1.[O:20]1[CH2:25][CH2:24][N:23]([C:26]2[CH:32]=[CH:31][C:29]([NH2:30])=[CH:28][CH:27]=2)[CH2:22][CH2:21]1. No catalyst specified. The product is [N:1]1([C:6]2[CH:11]=[CH:10][C:9]([S:12][C:13]3[CH:18]=[CH:17][N:16]=[C:15]([NH:30][C:29]4[CH:28]=[CH:27][C:26]([N:23]5[CH2:24][CH2:25][O:20][CH2:21][CH2:22]5)=[CH:32][CH:31]=4)[N:14]=3)=[CH:8][CH:7]=2)[CH:5]=[N:4][N:3]=[N:2]1. The yield is 0.380. (5) The reactants are C([O:3][C:4](=O)[C:5]([C:39]1[CH:44]=[CH:43][C:42]([CH2:45][CH:46]([CH3:48])[CH3:47])=[CH:41][CH:40]=1)([CH3:38])[CH2:6][CH2:7][CH2:8][CH2:9][CH:10]([CH:32]1[S:37][CH2:36][CH2:35][CH2:34][S:33]1)[CH2:11][CH2:12][CH2:13][CH2:14][C:15]([C:22]1[CH:27]=[CH:26][C:25]([CH2:28][CH:29]([CH3:31])[CH3:30])=[CH:24][CH:23]=1)([CH3:21])[C:16](OCC)=[O:17])C.[H-].[H-].[H-].[H-].[Li+].[Al+3]. The catalyst is C1COCC1. The product is [CH2:45]([C:42]1[CH:43]=[CH:44][C:39]([C:5]([CH3:38])([CH2:6][CH2:7][CH2:8][CH2:9][CH:10]([CH:32]2[S:33][CH2:34][CH2:35][CH2:36][S:37]2)[CH2:11][CH2:12][CH2:13][CH2:14][C:15]([C:22]2[CH:27]=[CH:26][C:25]([CH2:28][CH:29]([CH3:31])[CH3:30])=[CH:24][CH:23]=2)([CH3:21])[CH2:16][OH:17])[CH2:4][OH:3])=[CH:40][CH:41]=1)[CH:46]([CH3:48])[CH3:47]. The yield is 0.940. (6) The reactants are [Cl:1][C:2]1[CH:3]=[CH:4][C:5]2[NH:9][C:8](=[O:10])[N:7]([CH2:11][CH2:12][CH2:13][N:14]3[CH2:44][CH2:43][C:17]4([N:21]([C:22]5[CH:27]=[CH:26][CH:25]=[CH:24][CH:23]=5)[CH2:20][N:19]([CH2:28][C:29]5[CH:30]=[C:31]([CH:39]=[CH:40][CH:41]=5)[C:32]([O:34]C(C)(C)C)=[O:33])[C:18]4=[O:42])[CH2:16][CH2:15]3)[C:6]=2[CH:45]=1. The catalyst is Cl.O1CCOCC1. The product is [Cl:1][C:2]1[CH:3]=[CH:4][C:5]2[NH:9][C:8](=[O:10])[N:7]([CH2:11][CH2:12][CH2:13][N:14]3[CH2:44][CH2:43][C:17]4([N:21]([C:22]5[CH:27]=[CH:26][CH:25]=[CH:24][CH:23]=5)[CH2:20][N:19]([CH2:28][C:29]5[CH:30]=[C:31]([CH:39]=[CH:40][CH:41]=5)[C:32]([OH:34])=[O:33])[C:18]4=[O:42])[CH2:16][CH2:15]3)[C:6]=2[CH:45]=1. The yield is 0.240. (7) The yield is 0.120. The reactants are [Br:1][C:2]1[CH:3]=[C:4]([CH:6]=[CH:7][CH:8]=1)[NH2:5].[CH:9](=O)[CH2:10][CH3:11]. No catalyst specified. The product is [Br:1][C:2]1[CH:3]=[C:4]([CH:6]=[CH:7][CH:8]=1)[NH:5][CH2:9][CH2:10][CH3:11].